This data is from Reaction yield outcomes from USPTO patents with 853,638 reactions. The task is: Predict the reaction yield, written as a fraction of the theoretical maximum amount of product (1.0 means a 100% yield; for example, 0.34 means a 34% yield). (1) The reactants are [NH2:1][C:2]1[NH:6][N:5]=[C:4]([CH3:7])[C:3]=1[C:8]1[S:9][C:10]2[CH:16]=[C:15]([S:17](Cl)(=[O:19])=[O:18])[CH:14]=[CH:13][C:11]=2[N:12]=1.[NH2:21][CH2:22][CH2:23][NH:24][C:25](=[O:27])[CH3:26].CN1CCOCC1. The catalyst is CO. The product is [NH2:1][C:2]1[NH:6][N:5]=[C:4]([CH3:7])[C:3]=1[C:8]1[S:9][C:10]2[CH:16]=[C:15]([S:17]([NH:21][CH2:22][CH2:23][NH:24][C:25](=[O:27])[CH3:26])(=[O:19])=[O:18])[CH:14]=[CH:13][C:11]=2[N:12]=1. The yield is 0.430. (2) The product is [Br:14][C:11]1[S:10][CH:9]=[C:8]([C:4]2[CH:5]=[CH:6][CH:7]=[C:2]([F:1])[CH:3]=2)[N:12]=1. The catalyst is C(O)(=O)C. The reactants are [F:1][C:2]1[CH:3]=[C:4]([C:8](=O)[CH2:9][S:10][C:11]#[N:12])[CH:5]=[CH:6][CH:7]=1.[BrH:14].C(O)(=O)C.O. The yield is 0.990. (3) The reactants are Cl.[CH3:2][C:3]1[N:8]=[C:7]([C:9]2[C:10](=[O:16])[NH:11][C:12](=[O:15])[NH:13][CH:14]=2)[CH:6]=[CH:5][CH:4]=1.C([O-])([O-])=O.[K+].[K+].Br[CH:24]([Cl:28])[CH2:25][CH2:26][CH3:27].CC1N=C(C2C(=O)NC(=O)NC=2)C=CC=1. The catalyst is CN(C=O)C.O. The product is [Cl:28][CH2:24][CH2:25][CH2:26][CH2:27][N:13]1[CH:14]=[C:9]([C:7]2[CH:6]=[CH:5][CH:4]=[C:3]([CH3:2])[N:8]=2)[C:10](=[O:16])[NH:11][C:12]1=[O:15]. The yield is 0.430. (4) The reactants are [C:1]1([C@H:7]([NH:9][C:10]([N:12]2[C:15](=[O:16])[C@@H:14]([S:17][C:18]3[CH:23]=[CH:22][CH:21]=[C:20]([N+:24]([O-])=O)[CH:19]=3)[C@H:13]2[C:27]([O:29][CH2:30][CH3:31])=[O:28])=[O:11])[CH3:8])[CH:6]=[CH:5][CH:4]=[CH:3][CH:2]=1.O.[Sn](Cl)(Cl)(Cl)Cl. The catalyst is C(OCC)(=O)C. The product is [C:1]1([C@H:7]([NH:9][C:10]([N:12]2[C:15](=[O:16])[C@@H:14]([S:17][C:18]3[CH:23]=[CH:22][CH:21]=[C:20]([NH2:24])[CH:19]=3)[C@H:13]2[C:27]([O:29][CH2:30][CH3:31])=[O:28])=[O:11])[CH3:8])[CH:2]=[CH:3][CH:4]=[CH:5][CH:6]=1. The yield is 0.630.